From a dataset of Reaction yield outcomes from USPTO patents with 853,638 reactions. Predict the reaction yield, written as a fraction of the theoretical maximum amount of product (1.0 means a 100% yield; for example, 0.34 means a 34% yield). (1) The reactants are [CH3:1][O:2][C:3](=[O:26])[CH:4]([NH:8][S:9]([C:12]1[CH:17]=[CH:16][C:15]([C:18]2[CH:23]=[CH:22][C:21]([CH2:24][OH:25])=[CH:20][CH:19]=2)=[CH:14][CH:13]=1)(=[O:11])=[O:10])[CH:5]([CH3:7])[CH3:6].Cl[C:28]1[C:37]([CH3:38])=[CH:36][C:35]2[C:30](=[CH:31][CH:32]=[CH:33][CH:34]=2)[N:29]=1.[H-].[Na+].O. The catalyst is CN(C=O)C. The product is [CH3:1][O:2][C:3](=[O:26])[CH:4]([NH:8][S:9]([C:12]1[CH:17]=[CH:16][C:15]([C:18]2[CH:19]=[CH:20][C:21]([CH2:24][O:25][C:28]3[C:37]([CH3:38])=[CH:36][C:35]4[C:30](=[CH:31][CH:32]=[CH:33][CH:34]=4)[N:29]=3)=[CH:22][CH:23]=2)=[CH:14][CH:13]=1)(=[O:11])=[O:10])[CH:5]([CH3:7])[CH3:6]. The yield is 0.120. (2) The reactants are [CH3:1][C:2]([CH3:22])([CH3:21])[O:3][C:4](=[O:20])[NH:5][CH2:6][CH2:7][CH2:8][CH2:9][NH:10][C:11](=[O:19])[NH:12][NH:13][C:14](OCC)=[O:15].C([O-])([O-])=O.[K+].[K+]. The catalyst is CCO. The product is [O:19]=[C:11]1[N:10]([CH2:9][CH2:8][CH2:7][CH2:6][NH:5][C:4](=[O:20])[O:3][C:2]([CH3:1])([CH3:22])[CH3:21])[C:14](=[O:15])[NH:13][NH:12]1. The yield is 0.430. (3) The reactants are [C:1]([O:4][CH:5]1[C:9]2=[N:10][CH:11]=[C:12]([N+:31]([O-])=O)[C:13]([N:14]3[CH2:19][C@H:18]([CH3:20])[C:17]([OH:22])([CH3:21])[C@H:16]([NH:23][C:24]([O:26][C:27]([CH3:30])([CH3:29])[CH3:28])=[O:25])[CH2:15]3)=[C:8]2[CH2:7][CH2:6]1)(=[O:3])[CH3:2]. The catalyst is C(O)(=O)C.CCOC(C)=O.[Fe]. The product is [C:1]([O:4][CH:5]1[C:9]2=[N:10][CH:11]=[C:12]([NH2:31])[C:13]([N:14]3[CH2:19][C@H:18]([CH3:20])[C:17]([OH:22])([CH3:21])[C@H:16]([NH:23][C:24]([O:26][C:27]([CH3:30])([CH3:29])[CH3:28])=[O:25])[CH2:15]3)=[C:8]2[CH2:7][CH2:6]1)(=[O:3])[CH3:2]. The yield is 0.950. (4) The reactants are [OH:1][C:2]1[CH:10]=[C:9]([C:11]([F:14])([F:13])[F:12])[CH:8]=[CH:7][C:3]=1[C:4]([OH:6])=[O:5].Cl.S(=O)(=O)(O)O.[CH3:21]O. No catalyst specified. The product is [OH:1][C:2]1[CH:10]=[C:9]([C:11]([F:12])([F:13])[F:14])[CH:8]=[CH:7][C:3]=1[C:4]([O:6][CH3:21])=[O:5]. The yield is 0.730.